Task: Predict the reactants needed to synthesize the given product.. Dataset: Full USPTO retrosynthesis dataset with 1.9M reactions from patents (1976-2016) (1) Given the product [CH:1]([NH2:3])=[S:5].[CH2:18]([O:20][C:21](=[O:34])[CH2:22][C:23]1[S:5][CH:1]=[N:3][C:24]=1[C:26]1[C:31]([Br:32])=[CH:30][CH:29]=[CH:28][N:27]=1)[CH3:19], predict the reactants needed to synthesize it. The reactants are: [CH:1]([NH2:3])=O.P12(SP3(SP(SP(S3)(S1)=S)(=S)S2)=S)=[S:5].[CH2:18]([O:20][C:21](=[O:34])[CH2:22][CH:23](Br)[C:24]([C:26]1[C:31]([Br:32])=[CH:30][CH:29]=[CH:28][N:27]=1)=O)[CH3:19].[OH-].[Na+]. (2) Given the product [NH2:14][C:8]1[C:7]([N:1]2[CH2:2][CH2:3][CH2:4][CH2:5][CH2:6]2)=[C:12]([NH:13][CH2:18][CH2:19][CH2:20][OH:21])[CH:11]=[CH:10][CH:9]=1, predict the reactants needed to synthesize it. The reactants are: [N:1]1([C:7]2[C:12]([NH2:13])=[CH:11][CH:10]=[CH:9][C:8]=2[NH2:14])[CH2:6][CH2:5][CH2:4][CH2:3][CH2:2]1.[H-].[Na+].Br[CH2:18][CH2:19][CH2:20][OH:21]. (3) Given the product [F:8][C:6]1[CH:5]=[C:4]([C@H:9]2[N:14]([CH2:15][C:16]([NH:18][C:19]3[CH:20]=[C:21]4[C:34](=[CH:35][CH:36]=3)[CH2:33][C@:23]3([C:31]5[C:26](=[N+:27]([O-:40])[CH:28]=[CH:29][CH:30]=5)[NH:25][C:24]3=[O:32])[CH2:22]4)=[O:17])[C:13](=[O:37])[C:12]([CH3:39])([CH3:38])[CH2:11][CH2:10]2)[CH:3]=[C:2]([F:1])[CH:7]=1, predict the reactants needed to synthesize it. The reactants are: [F:1][C:2]1[CH:3]=[C:4]([C@H:9]2[N:14]([CH2:15][C:16]([NH:18][C:19]3[CH:20]=[C:21]4[C:34](=[CH:35][CH:36]=3)[CH2:33][C@:23]3([C:31]5[C:26](=[N:27][CH:28]=[CH:29][CH:30]=5)[NH:25][C:24]3=[O:32])[CH2:22]4)=[O:17])[C:13](=[O:37])[C:12]([CH3:39])([CH3:38])[CH2:11][CH2:10]2)[CH:5]=[C:6]([F:8])[CH:7]=1.[OH:40]OS([O-])=O.[K+].O.